This data is from Catalyst prediction with 721,799 reactions and 888 catalyst types from USPTO. The task is: Predict which catalyst facilitates the given reaction. Reactant: P(Cl)(Cl)(Cl)=O.N1C=CN=C1.[C:11]([O:15][C:16](=[O:27])[NH:17][CH:18]1[CH2:23][CH2:22][CH2:21][CH:20]([C:24](=O)[NH2:25])[CH2:19]1)([CH3:14])([CH3:13])[CH3:12]. Product: [C:11]([O:15][C:16](=[O:27])[NH:17][CH:18]1[CH2:23][CH2:22][CH2:21][CH:20]([C:24]#[N:25])[CH2:19]1)([CH3:14])([CH3:12])[CH3:13]. The catalyst class is: 17.